Dataset: Full USPTO retrosynthesis dataset with 1.9M reactions from patents (1976-2016). Task: Predict the reactants needed to synthesize the given product. (1) Given the product [CH3:22][O:21][C:19](=[O:20])[CH2:18][N:6]1[C:7]2[C:12](=[N:11][CH:10]=[CH:9][CH:8]=2)[CH2:13][CH:4]([NH2:3])[C:5]1=[O:14], predict the reactants needed to synthesize it. The reactants are: Cl.Cl.[NH2:3][CH:4]1[CH2:13][C:12]2[C:7](=[CH:8][CH:9]=[CH:10][N:11]=2)[NH:6][C:5]1=[O:14].[H-].[Na+].Br[CH2:18][C:19]([O:21][CH3:22])=[O:20]. (2) Given the product [CH2:1]([O:3][C:4]1[CH:9]=[CH:8][C:7]([S:10]([N:35]2[CH2:36][CH2:37][CH:32]([CH2:31][OH:30])[CH2:33][CH2:34]2)(=[O:12])=[O:11])=[CH:6][C:5]=1[C:14]1[NH:19][C:18](=[O:20])[C:17]2=[C:21]([CH3:29])[N:22]=[C:23]([CH:24]([CH2:27][CH3:28])[CH2:25][CH3:26])[N:16]2[N:15]=1)[CH3:2], predict the reactants needed to synthesize it. The reactants are: [CH2:1]([O:3][C:4]1[CH:9]=[CH:8][C:7]([S:10](Cl)(=[O:12])=[O:11])=[CH:6][C:5]=1[C:14]1[NH:19][C:18](=[O:20])[C:17]2=[C:21]([CH3:29])[N:22]=[C:23]([CH:24]([CH2:27][CH3:28])[CH2:25][CH3:26])[N:16]2[N:15]=1)[CH3:2].[OH:30][CH2:31][CH:32]1[CH2:37][CH2:36][NH:35][CH2:34][CH2:33]1.C(OC1C=CC(S(N2CCC(O)CC2C)(=O)=O)=CC=1C1NC(=O)C2=C(C)N=C(C(CC)CC)N2N=1)C. (3) Given the product [CH2:13]([C:2]1[CH:9]=[CH:8][C:5]([C:6]#[N:7])=[C:4]([Cl:10])[CH:3]=1)[CH:12]=[CH2:11], predict the reactants needed to synthesize it. The reactants are: Br[C:2]1[CH:9]=[CH:8][C:5]([C:6]#[N:7])=[C:4]([Cl:10])[CH:3]=1.[CH2:11]([Sn](CCCC)(CCCC)CCCC)[CH:12]=[CH2:13].[Cl-].[Li+]. (4) Given the product [CH3:13][S:14]([C:17]1[CH:22]=[CH:21][C:20]([C:23]2[CH:28]=[CH:27][CH:26]=[CH:25][CH:24]=2)=[C:19]([C:29]([N:10]2[CH2:11][CH2:12][N:7]([C:1]3[CH:6]=[CH:5][CH:4]=[CH:3][CH:2]=3)[CH2:8][CH2:9]2)=[O:30])[CH:18]=1)(=[O:15])=[O:16], predict the reactants needed to synthesize it. The reactants are: [C:1]1([N:7]2[CH2:12][CH2:11][NH:10][CH2:9][CH2:8]2)[CH:6]=[CH:5][CH:4]=[CH:3][CH:2]=1.[CH3:13][S:14]([C:17]1[CH:18]=[C:19]([C:29](O)=[O:30])[C:20]([C:23]2[CH:28]=[CH:27][CH:26]=[CH:25][CH:24]=2)=[CH:21][CH:22]=1)(=[O:16])=[O:15]. (5) Given the product [N:32]1([CH2:2][CH:3]2[CH2:7][O:6][C:5]3([CH2:8][CH2:9][N:10]([CH2:13][CH2:14][C:15]4[CH:16]=[CH:17][CH:18]=[CH:19][CH:20]=4)[CH2:11][CH2:12]3)[O:4]2)[CH2:37][CH2:36][O:35][CH2:34][CH2:33]1, predict the reactants needed to synthesize it. The reactants are: O[CH2:2][CH:3]1[CH2:7][O:6][C:5]2([CH2:12][CH2:11][N:10]([CH2:13][CH2:14][C:15]3[CH:20]=[CH:19][CH:18]=[CH:17][CH:16]=3)[CH2:9][CH2:8]2)[O:4]1.C1(C)C=CC(S(O)(=O)=O)=CC=1.[NH:32]1[CH2:37][CH2:36][O:35][CH2:34][CH2:33]1. (6) Given the product [N:53]1([C:62](=[O:71])/[CH:63]=[CH:64]/[C@@H:65]([NH:70][C:14]([C@@H:9]2[CH2:10][CH2:11][CH2:12][CH2:13][N:8]2[C:6]([O:5][C:2]([CH3:1])([CH3:3])[CH3:4])=[O:7])=[O:16])[CH2:66][CH:67]([CH3:69])[CH3:68])[C:61]2[C:56](=[CH:57][CH:58]=[CH:59][CH:60]=2)[CH2:55][CH2:54]1, predict the reactants needed to synthesize it. The reactants are: [CH3:1][C:2]([O:5][C:6]([N:8]1[CH2:13][CH2:12][CH2:11][CH2:10][C@H:9]1[C:14]([OH:16])=O)=[O:7])([CH3:4])[CH3:3].CN([P+](ON1N=NC2C=CC=CC1=2)(N(C)C)N(C)C)C.F[P-](F)(F)(F)(F)F.CCN(C(C)C)C(C)C.[N:53]1([C:62](=[O:71])/[CH:63]=[CH:64]/[C@@H:65]([NH2:70])[CH2:66][CH:67]([CH3:69])[CH3:68])[C:61]2[C:56](=[CH:57][CH:58]=[CH:59][CH:60]=2)[CH2:55][CH2:54]1.